Dataset: Forward reaction prediction with 1.9M reactions from USPTO patents (1976-2016). Task: Predict the product of the given reaction. (1) Given the reactants [C:1]([C:5]1[CH:14]=[C:13]2[C:8]([CH:9]([OH:15])[CH2:10][CH2:11][O:12]2)=[CH:7][CH:6]=1)([CH3:4])([CH3:3])[CH3:2].[Cr](Cl)([O-])(=O)=O.[NH+]1C=CC=CC=1, predict the reaction product. The product is: [C:1]([C:5]1[CH:14]=[C:13]2[C:8]([C:9](=[O:15])[CH2:10][CH2:11][O:12]2)=[CH:7][CH:6]=1)([CH3:4])([CH3:2])[CH3:3]. (2) Given the reactants C(N(CC)CC)C.O[CH2:9][C:10]1[CH:11]=[N:12][N:13]([C:15]([C:28]2[CH:33]=[CH:32][CH:31]=[CH:30][CH:29]=2)([C:22]2[CH:27]=[CH:26][CH:25]=[CH:24][CH:23]=2)[C:16]2[CH:21]=[CH:20][CH:19]=[CH:18][CH:17]=2)[CH:14]=1.CS([Cl:38])(=O)=O.O, predict the reaction product. The product is: [Cl:38][CH2:9][C:10]1[CH:11]=[N:12][N:13]([C:15]([C:28]2[CH:33]=[CH:32][CH:31]=[CH:30][CH:29]=2)([C:22]2[CH:27]=[CH:26][CH:25]=[CH:24][CH:23]=2)[C:16]2[CH:21]=[CH:20][CH:19]=[CH:18][CH:17]=2)[CH:14]=1. (3) The product is: [Cl:22][C:20]1[CH:19]=[CH:18][C:14]2[N:15]=[CH:16][N:17]=[C:12]([O:8][CH:5]3[CH2:6][CH2:7][N:2]([CH3:1])[CH2:3][CH2:4]3)[C:13]=2[N:21]=1. Given the reactants [CH3:1][N:2]1[CH2:7][CH2:6][CH:5]([OH:8])[CH2:4][CH2:3]1.[H-].[Na+].Cl[C:12]1[C:13]2[N:21]=[C:20]([Cl:22])[CH:19]=[CH:18][C:14]=2[N:15]=[CH:16][N:17]=1, predict the reaction product. (4) Given the reactants [C:1]([N:5]1[C:9](=[O:10])[C:8]([NH:11][CH2:12][CH2:13][CH2:14]Br)=[C:7]([C:16]2[CH:21]=[CH:20][CH:19]=[CH:18][CH:17]=2)[S:6]1(=[O:23])=[O:22])([CH3:4])([CH3:3])[CH3:2].[F:24][C:25]1[CH:30]=[CH:29][C:28]([OH:31])=[CH:27][CH:26]=1.C([O-])([O-])=O.[K+].[K+], predict the reaction product. The product is: [C:1]([N:5]1[C:9](=[O:10])[C:8]([NH:11][CH2:12][CH2:13][CH2:14][O:31][C:28]2[CH:29]=[CH:30][C:25]([F:24])=[CH:26][CH:27]=2)=[C:7]([C:16]2[CH:21]=[CH:20][CH:19]=[CH:18][CH:17]=2)[S:6]1(=[O:23])=[O:22])([CH3:4])([CH3:3])[CH3:2]. (5) Given the reactants [C:1]([C:5]1[CH:9]=[C:8]([C:10]([O:12]CC)=[O:11])[N:7]([C:15]2[CH:20]=[CH:19][C:18]([P:21]([CH2:25][CH3:26])([CH2:23][CH3:24])=[O:22])=[CH:17][CH:16]=2)[N:6]=1)([CH3:4])([CH3:3])[CH3:2], predict the reaction product. The product is: [C:1]([C:5]1[CH:9]=[C:8]([C:10]([OH:12])=[O:11])[N:7]([C:15]2[CH:16]=[CH:17][C:18]([P:21]([CH2:25][CH3:26])([CH2:23][CH3:24])=[O:22])=[CH:19][CH:20]=2)[N:6]=1)([CH3:4])([CH3:2])[CH3:3]. (6) Given the reactants [N:1]1[CH:6]=[CH:5][CH:4]=[C:3]([CH2:7][OH:8])[N:2]=1.[Cl:9][C:10]1[S:14][C:13]([S:15]([NH:18][C:19]2[C:24](Br)=[N:23][C:22]([CH3:26])=[CH:21][N:20]=2)(=[O:17])=[O:16])=[CH:12][CH:11]=1, predict the reaction product. The product is: [Cl:9][C:10]1[S:14][C:13]([S:15]([NH:18][C:19]2[C:24]([O:8][CH2:7][C:3]3[N:2]=[N:1][CH:6]=[CH:5][CH:4]=3)=[N:23][C:22]([CH3:26])=[CH:21][N:20]=2)(=[O:16])=[O:17])=[CH:12][CH:11]=1. (7) The product is: [CH:10]([N:13]1[CH2:18][CH2:17][CH:16]([NH:19][S:20]([CH2:23][CH2:24][NH:25][C:7]([C:5]2[O:6][C:2]([Br:1])=[CH:3][CH:4]=2)=[O:9])(=[O:21])=[O:22])[CH2:15][CH2:14]1)([CH3:12])[CH3:11]. Given the reactants [Br:1][C:2]1[O:6][C:5]([C:7]([OH:9])=O)=[CH:4][CH:3]=1.[CH:10]([N:13]1[CH2:18][CH2:17][CH:16]([NH:19][S:20]([CH2:23][CH2:24][NH2:25])(=[O:22])=[O:21])[CH2:15][CH2:14]1)([CH3:12])[CH3:11], predict the reaction product.